Regression. Given a peptide amino acid sequence and an MHC pseudo amino acid sequence, predict their binding affinity value. This is MHC class I binding data. From a dataset of Peptide-MHC class I binding affinity with 185,985 pairs from IEDB/IMGT. (1) The peptide sequence is ISSGETRSF. The MHC is HLA-A02:01 with pseudo-sequence HLA-A02:01. The binding affinity (normalized) is 0.0847. (2) The peptide sequence is ISPRTLNAW. The binding affinity (normalized) is 0. The MHC is HLA-A68:02 with pseudo-sequence HLA-A68:02. (3) The peptide sequence is RLIGHISTL. The MHC is HLA-A02:01 with pseudo-sequence HLA-A02:01. The binding affinity (normalized) is 0.936. (4) The peptide sequence is PTDPNPQEV. The MHC is H-2-Db with pseudo-sequence H-2-Db. The binding affinity (normalized) is 0. (5) The peptide sequence is LLDSIKMIY. The MHC is HLA-A68:01 with pseudo-sequence HLA-A68:01. The binding affinity (normalized) is 0.392. (6) The peptide sequence is YMIKLAKEV. The MHC is HLA-B40:01 with pseudo-sequence HLA-B40:01. The binding affinity (normalized) is 0.0847. (7) The peptide sequence is ERPAFGIQK. The MHC is HLA-B40:01 with pseudo-sequence HLA-B40:01. The binding affinity (normalized) is 0.0847. (8) The peptide sequence is SRWAISHWL. The MHC is HLA-A26:02 with pseudo-sequence HLA-A26:02. The binding affinity (normalized) is 0.0847. (9) The peptide sequence is ELNDRLAVYI. The MHC is HLA-A68:02 with pseudo-sequence HLA-A68:02. The binding affinity (normalized) is 0.637. (10) The peptide sequence is PTPVNIIGRNL. The MHC is HLA-B44:03 with pseudo-sequence HLA-B44:03. The binding affinity (normalized) is 0.0550.